From a dataset of Catalyst prediction with 721,799 reactions and 888 catalyst types from USPTO. Predict which catalyst facilitates the given reaction. (1) Reactant: [F:1][C:2]1[CH:3]=[C:4]([CH:8]=[CH:9][CH:10]=1)[C:5]([OH:7])=O.CCN=C=NCCCN(C)C.C1C=CC2N(O)N=NC=2C=1.[Cl:32][CH2:33][C:34]([NH:36]O)=[NH:35]. Product: [Cl:32][CH2:33][C:34]1[N:36]=[C:5]([C:4]2[CH:8]=[CH:9][CH:10]=[C:2]([F:1])[CH:3]=2)[O:7][N:35]=1. The catalyst class is: 399. (2) Reactant: [Cl:1][C:2]1[CH:7]=[CH:6][C:5]([C@@:8]2([O:19][CH3:20])[C@H:13]([OH:14])[C@@H:12]([OH:15])[C@H:11]([OH:16])[C@@H:10]([CH2:17][OH:18])[O:9]2)=[CH:4][C:3]=1[CH2:21][C:22]1[CH:27]=[CH:26][C:25]([O:28][CH2:29][CH:30]([F:32])[F:31])=[CH:24][CH:23]=1.[CH3:33][C:34]([Si:37](Cl)([CH3:39])[CH3:38])([CH3:36])[CH3:35].N1C=CN=C1.C(=O)(O)[O-].[Na+]. Product: [Si:37]([O:18][CH2:17][C@H:10]1[O:9][C@:8]([C:5]2[CH:6]=[CH:7][C:2]([Cl:1])=[C:3]([CH2:21][C:22]3[CH:27]=[CH:26][C:25]([O:28][CH2:29][CH:30]([F:32])[F:31])=[CH:24][CH:23]=3)[CH:4]=2)([O:19][CH3:20])[C@H:13]([OH:14])[C@@H:12]([OH:15])[C@@H:11]1[OH:16])([C:34]([CH3:36])([CH3:35])[CH3:33])([CH3:39])[CH3:38]. The catalyst class is: 154. (3) Reactant: [Cl:1][C:2]1[CH:9]=[CH:8][C:5]([CH2:6][NH2:7])=[CH:4][C:3]=1[C:10]([F:13])([F:12])[F:11].C1([O:20][C:21](=O)[NH:22][C:23]2[C:32]3[C:27](=[CH:28][CH:29]=[C:30]([OH:33])[CH:31]=3)[CH:26]=[CH:25][CH:24]=2)C=CC=CC=1. Product: [Cl:1][C:2]1[CH:9]=[CH:8][C:5]([CH2:6][NH:7][C:21]([NH:22][C:23]2[C:32]3[C:27](=[CH:28][CH:29]=[C:30]([OH:33])[CH:31]=3)[CH:26]=[CH:25][CH:24]=2)=[O:20])=[CH:4][C:3]=1[C:10]([F:11])([F:12])[F:13]. The catalyst class is: 16. (4) Reactant: [Br:1][C:2]1[S:6][C:5]([S:7](Cl)(=[O:9])=[O:8])=[CH:4][CH:3]=1.C(N(CC)CC)C.[CH3:18][N:19]([CH3:23])[CH2:20][CH2:21][NH2:22]. Product: [CH3:18][N:19]([CH3:23])[CH2:20][CH2:21][NH:22][S:7]([C:5]1[S:6][C:2]([Br:1])=[CH:3][CH:4]=1)(=[O:9])=[O:8]. The catalyst class is: 1.